Dataset: Catalyst prediction with 721,799 reactions and 888 catalyst types from USPTO. Task: Predict which catalyst facilitates the given reaction. (1) Reactant: [I:1][CH2:2][CH2:3][C:4]([F:7])([F:6])[F:5].[C:8]1([P:14]([C:21]2[CH:26]=[CH:25][CH:24]=[CH:23][CH:22]=2)[C:15]2[CH:20]=[CH:19][CH:18]=[CH:17][CH:16]=2)[CH:13]=[CH:12][CH:11]=[CH:10][CH:9]=1. Product: [I-:1].[F:5][C:4]([F:7])([F:6])[CH2:3][CH2:2][P+:14]([C:15]1[CH:16]=[CH:17][CH:18]=[CH:19][CH:20]=1)([C:21]1[CH:26]=[CH:25][CH:24]=[CH:23][CH:22]=1)[C:8]1[CH:9]=[CH:10][CH:11]=[CH:12][CH:13]=1. The catalyst class is: 11. (2) Reactant: Cl.[NH2:2][C@@H:3]([C:8]1[CH:13]=[CH:12][C:11]([Cl:14])=[C:10]([Cl:15])[CH:9]=1)[C@H:4]([OH:7])[CH2:5][OH:6].[Si:16](OS(C(F)(F)F)(=O)=O)([C:19]([CH3:22])([CH3:21])[CH3:20])([CH3:18])[CH3:17].C([O-])(O)=O.[Na+]. Product: [Si:16]([O:7][C@H:4]([CH2:5][O:6][Si:16]([C:19]([CH3:22])([CH3:21])[CH3:20])([CH3:18])[CH3:17])[C@H:3]([C:8]1[CH:13]=[CH:12][C:11]([Cl:14])=[C:10]([Cl:15])[CH:9]=1)[NH2:2])([C:19]([CH3:22])([CH3:21])[CH3:20])([CH3:18])[CH3:17]. The catalyst class is: 2. (3) Reactant: [C:1]([NH:4][C:5]1[C:6]([NH2:21])=[C:7]([C:12]([CH2:15][CH2:16][C:17]([O:19][CH3:20])=[O:18])=[CH:13][CH:14]=1)[C:8]([O:10][CH3:11])=[O:9])(=O)[CH3:2]. Product: [CH3:20][O:19][C:17](=[O:18])[CH2:16][CH2:15][C:12]1[CH:13]=[CH:14][C:5]2[N:4]=[C:1]([CH3:2])[NH:21][C:6]=2[C:7]=1[C:8]([O:10][CH3:11])=[O:9]. The catalyst class is: 15. (4) Reactant: [Cl:1][C:2]1[CH:7]=[C:6]([Cl:8])[N:5]=[CH:4][C:3]=1[CH2:9][OH:10].C1C=C[NH+]=CC=1.[O-][Cr](Cl)(=O)=O. Product: [Cl:1][C:2]1[CH:7]=[C:6]([Cl:8])[N:5]=[CH:4][C:3]=1[CH:9]=[O:10]. The catalyst class is: 4.